The task is: Predict the reactants needed to synthesize the given product.. This data is from Full USPTO retrosynthesis dataset with 1.9M reactions from patents (1976-2016). Given the product [Cl:1][C:2]1[CH:7]=[CH:6][C:5]([C:8]2[C:12]([C:13]3[N:14]=[CH:15][N:16]([C:23]4[CH:30]=[CH:29][C:26]([C:27]#[N:28])=[CH:25][CH:24]=4)[CH:17]=3)=[C:11]([C:18]([F:21])([F:19])[F:20])[O:10][N:9]=2)=[CH:4][CH:3]=1, predict the reactants needed to synthesize it. The reactants are: [Cl:1][C:2]1[CH:7]=[CH:6][C:5]([C:8]2[C:12]([C:13]3[N:14]=[CH:15][NH:16][CH:17]=3)=[C:11]([C:18]([F:21])([F:20])[F:19])[O:10][N:9]=2)=[CH:4][CH:3]=1.F[C:23]1[CH:30]=[CH:29][C:26]([C:27]#[N:28])=[CH:25][CH:24]=1.